From a dataset of Forward reaction prediction with 1.9M reactions from USPTO patents (1976-2016). Predict the product of the given reaction. Given the reactants [O:1]1[C:5]2[CH:6]=[CH:7][C:8]([CH2:10][O:11][C:12]([C:14]3[S:15][C:16]([CH3:22])=[C:17]([N+:19]([O-])=O)[CH:18]=3)=[O:13])=[CH:9][C:4]=2[O:3][CH2:2]1, predict the reaction product. The product is: [O:1]1[C:5]2[CH:6]=[CH:7][C:8]([CH2:10][O:11][C:12]([C:14]3[S:15][C:16]([CH3:22])=[C:17]([NH2:19])[CH:18]=3)=[O:13])=[CH:9][C:4]=2[O:3][CH2:2]1.